From a dataset of Forward reaction prediction with 1.9M reactions from USPTO patents (1976-2016). Predict the product of the given reaction. Given the reactants [Br:1][C:2]1[CH:7]=[C:6]([C:8](=O)[CH3:9])[C:5](F)=[CH:4][N:3]=1.[NH2:12][NH2:13], predict the reaction product. The product is: [Br:1][C:2]1[CH:7]=[C:6]2[C:8]([CH3:9])=[N:13][NH:12][C:5]2=[CH:4][N:3]=1.